The task is: Predict which catalyst facilitates the given reaction.. This data is from Catalyst prediction with 721,799 reactions and 888 catalyst types from USPTO. (1) Reactant: [Cl:1][C:2]1[C:3]([C:9]2[CH:14]=[CH:13][CH:12]=[C:11]([NH:15][CH2:16][C:17]3[CH:22]=[CH:21][CH:20]=[C:19]([F:23])[CH:18]=3)[N:10]=2)=[CH:4][C:5](F)=[N:6][CH:7]=1.CS(C)=O.[NH2:28][C@@H:29]1[CH2:33][CH2:32][C@H:31]([CH2:34][OH:35])[CH2:30]1. The catalyst class is: 25. Product: [Cl:1][C:2]1[C:3]([C:9]2[CH:14]=[CH:13][CH:12]=[C:11]([NH:15][CH2:16][C:17]3[CH:22]=[CH:21][CH:20]=[C:19]([F:23])[CH:18]=3)[N:10]=2)=[CH:4][C:5]([NH:28][C@@H:29]2[CH2:33][CH2:32][C@H:31]([CH2:34][OH:35])[CH2:30]2)=[N:6][CH:7]=1. (2) Reactant: C(OC(=O)[NH:7][C@H:8]([C:10](=[O:18])[NH:11][CH:12]1[CH2:17][CH2:16][CH2:15][CH2:14][CH2:13]1)[CH3:9])(C)(C)C.[ClH:20]. Product: [ClH:20].[NH2:7][C@@H:8]([CH3:9])[C:10]([NH:11][CH:12]1[CH2:17][CH2:16][CH2:15][CH2:14][CH2:13]1)=[O:18]. The catalyst class is: 12.